This data is from Full USPTO retrosynthesis dataset with 1.9M reactions from patents (1976-2016). The task is: Predict the reactants needed to synthesize the given product. Given the product [ClH:35].[ClH:35].[CH3:32][O:31][C:20]1[CH:21]=[C:22]2[C:17](=[CH:18][C:19]=1[O:33][CH3:34])[N:16]=[C:15]([NH:14][CH:11]1[CH2:10][CH2:9][NH:8][CH2:13][CH2:12]1)[N:24]=[C:23]2[N:25]1[CH2:30][CH2:29][CH2:28][CH2:27][CH2:26]1, predict the reactants needed to synthesize it. The reactants are: C(OC([N:8]1[CH2:13][CH2:12][CH:11]([NH:14][C:15]2[N:24]=[C:23]([N:25]3[CH2:30][CH2:29][CH2:28][CH2:27][CH2:26]3)[C:22]3[C:17](=[CH:18][C:19]([O:33][CH3:34])=[C:20]([O:31][CH3:32])[CH:21]=3)[N:16]=2)[CH2:10][CH2:9]1)=O)(C)(C)C.[ClH:35].